This data is from Full USPTO retrosynthesis dataset with 1.9M reactions from patents (1976-2016). The task is: Predict the reactants needed to synthesize the given product. (1) Given the product [CH3:33][C:29]1[CH:30]=[CH:31][CH:32]=[C:9]([CH3:8])[C:10]=1[CH2:11][O:12][C:13]1[CH:14]=[C:15]([C:19](=[O:28])[CH:20]=[CH:21][C:22]([O:24][CH2:25][CH3:26])=[O:23])[CH:16]=[CH:17][CH:18]=1, predict the reactants needed to synthesize it. The reactants are: C(N(CC)CC)C.[CH3:8][C:9]1[CH:32]=[CH:31][CH:30]=[C:29]([CH3:33])[C:10]=1[CH2:11][O:12][C:13]1[CH:14]=[C:15]([C:19](=[O:28])[CH:20](Br)[CH2:21][C:22]([O:24][CH2:25][CH3:26])=[O:23])[CH:16]=[CH:17][CH:18]=1. (2) The reactants are: [CH:1]1([CH2:4][O:5][NH:6][C:7]([C:9]2[C:24]([NH:25][C:26]3[CH:31]=[CH:30][C:29]([Br:32])=[CH:28][C:27]=3[CH3:33])=[C:23]([F:34])[C:12]3[N:13]=[CH:14][N:15]([CH2:16][CH2:17][CH2:18][CH:19]([OH:22])CO)[C:11]=3[CH:10]=2)=[O:8])[CH2:3][CH2:2]1.C1COCC1.P([O-])([O-])([O-])=O.I([O-])(=O)(=O)=O.[Na+]. Given the product [CH:1]1([CH2:4][O:5][NH:6][C:7]([C:9]2[C:24]([NH:25][C:26]3[CH:31]=[CH:30][C:29]([Br:32])=[CH:28][C:27]=3[CH3:33])=[C:23]([F:34])[C:12]3[N:13]=[CH:14][N:15]([CH2:16][CH2:17][CH2:18][CH:19]=[O:22])[C:11]=3[CH:10]=2)=[O:8])[CH2:3][CH2:2]1, predict the reactants needed to synthesize it. (3) The reactants are: C(OC(=O)[NH:7][CH:8]1[CH2:13][CH2:12][N:11]([S:14]([C:17]2[CH:22]=[CH:21][C:20]([NH:23][C:24](=[O:33])[CH2:25][CH2:26][C:27]3[CH:32]=[CH:31][CH:30]=[CH:29][CH:28]=3)=[C:19]([Cl:34])[CH:18]=2)(=[O:16])=[O:15])[CH2:10][CH2:9]1)(C)(C)C.Cl. Given the product [NH2:7][CH:8]1[CH2:9][CH2:10][N:11]([S:14]([C:17]2[CH:22]=[CH:21][C:20]([NH:23][C:24](=[O:33])[CH2:25][CH2:26][C:27]3[CH:28]=[CH:29][CH:30]=[CH:31][CH:32]=3)=[C:19]([Cl:34])[CH:18]=2)(=[O:15])=[O:16])[CH2:12][CH2:13]1, predict the reactants needed to synthesize it. (4) Given the product [C:51]([C:48]1[CH:49]=[CH:50][C:45]([NH:44][C:42](=[O:43])[C@@H:41]([O:53][C:54]2[N:59]=[CH:58][N:57]=[C:56]3[N:60]([C:63]4[CH:68]=[CH:67][CH:66]=[C:65]([Cl:69])[C:64]=4[Cl:70])[N:61]=[CH:62][C:55]=23)[CH2:40][O:39][CH2:38][CH2:37][OH:36])=[N:46][CH:47]=1)#[N:52], predict the reactants needed to synthesize it. The reactants are: [F-].C([N+](CCCC)(CCCC)CCCC)CCC.[Si]([O:36][CH2:37][CH2:38][O:39][CH2:40][C@H:41]([O:53][C:54]1[N:59]=[CH:58][N:57]=[C:56]2[N:60]([C:63]3[CH:68]=[CH:67][CH:66]=[C:65]([Cl:69])[C:64]=3[Cl:70])[N:61]=[CH:62][C:55]=12)[C:42]([NH:44][C:45]1[CH:50]=[CH:49][C:48]([C:51]#[N:52])=[CH:47][N:46]=1)=[O:43])(C(C)(C)C)(C1C=CC=CC=1)C1C=CC=CC=1.[Cl-].[NH4+]. (5) Given the product [Br:13][C:4]1[C:5]([CH3:12])=[C:6]([CH2:7][OH:8])[CH:10]=[CH:11][CH:3]=1, predict the reactants needed to synthesize it. The reactants are: C([C:3]1[CH:11]=[CH:10][C:6]([C:7](O)=[O:8])=[C:5]([CH3:12])[C:4]=1[Br:13])C.CO.Cl. (6) Given the product [Cl:21][C:15]1[CH:16]=[C:17]([Cl:20])[CH:18]=[CH:19][C:14]=1[C:13]1[CH:12]=[C:11]([C:41]2[CH:46]=[CH:45][N:44]=[C:43]3[S:47][CH:48]=[CH:49][C:42]=23)[S:10][C:9]=1[C:5]1[NH:4][CH:8]=[CH:7][N:6]=1, predict the reactants needed to synthesize it. The reactants are: C([N:4]1[CH:8]=[CH:7][N:6]=[C:5]1[C:9]1[S:10][C:11]([Sn](CCCC)(CCCC)CCCC)=[CH:12][C:13]=1[C:14]1[CH:19]=[CH:18][C:17]([Cl:20])=[CH:16][C:15]=1[Cl:21])C=C.FC(F)(F)S(O[C:41]1[CH:46]=[CH:45][N:44]=[C:43]2[S:47][CH:48]=[CH:49][C:42]=12)(=O)=O. (7) The reactants are: II.[C:3]([O:8][C@@H:9]1[C@@H:17]([CH2:18]I)[C:16](=[O:20])[O:15][CH2:14][C@H:13]([NH:21][C:22]([O:24][C:25]([CH3:28])([CH3:27])[CH3:26])=[O:23])[C:12](=[O:29])[O:11][C@H:10]1[CH3:30])(=[O:7])[CH:4]([CH3:6])[CH3:5].[F:31][C:32]1[CH:37]=[CH:36][C:35](I)=[CH:34][CH:33]=1. Given the product [C:3]([O:8][C@@H:9]1[C@@H:17]([CH2:18][C:35]2[CH:36]=[CH:37][C:32]([F:31])=[CH:33][CH:34]=2)[C:16](=[O:20])[O:15][CH2:14][C@H:13]([NH:21][C:22]([O:24][C:25]([CH3:28])([CH3:27])[CH3:26])=[O:23])[C:12](=[O:29])[O:11][C@H:10]1[CH3:30])(=[O:7])[CH:4]([CH3:6])[CH3:5], predict the reactants needed to synthesize it. (8) Given the product [CH:1]1[C:6]([I:7])=[C:5]([I:8])[C:4]([C:9]([OH:11])=[O:10])=[CH:3][C:2]=1[I:12], predict the reactants needed to synthesize it. The reactants are: [CH:1]1[C:6]([I:7])=[C:5]([I:8])[C:4]([C:9]([OH:11])=[O:10])=[CH:3][C:2]=1[I:12].C1CCCCC1.